This data is from Full USPTO retrosynthesis dataset with 1.9M reactions from patents (1976-2016). The task is: Predict the reactants needed to synthesize the given product. (1) Given the product [C:9]([O:13][C:14](=[O:23])[NH:15][CH2:16][CH:17]1[CH2:18][CH2:19][N:20]([C:5]2[CH:6]=[CH:7][C:2]([Br:1])=[CH:3][CH:4]=2)[CH2:21][CH2:22]1)([CH3:12])([CH3:10])[CH3:11], predict the reactants needed to synthesize it. The reactants are: [Br:1][C:2]1[CH:7]=[CH:6][C:5](I)=[CH:4][CH:3]=1.[C:9]([O:13][C:14](=[O:23])[NH:15][CH2:16][CH:17]1[CH2:22][CH2:21][NH:20][CH2:19][CH2:18]1)([CH3:12])([CH3:11])[CH3:10].C([O-])([O-])=O.[Cs+].[Cs+]. (2) The reactants are: [C:1]([C:4]1[N:5]=[C:6]([CH2:37][CH3:38])[C:7]([O:24][CH:25]2[CH2:29][CH2:28][N:27](C(OC(C)(C)C)=O)[CH2:26]2)=[N:8][C:9]=1[NH:10][C:11]1[CH:16]=[CH:15][C:14]([N:17]2[CH2:22][CH2:21][N:20]([CH3:23])[CH2:19][CH2:18]2)=[CH:13][CH:12]=1)(=[O:3])[NH2:2].FC(F)(F)C(O)=O. Given the product [CH2:37]([C:6]1[N:5]=[C:4]([C:1]([NH2:2])=[O:3])[C:9]([NH:10][C:11]2[CH:12]=[CH:13][C:14]([N:17]3[CH2:18][CH2:19][N:20]([CH3:23])[CH2:21][CH2:22]3)=[CH:15][CH:16]=2)=[N:8][C:7]=1[O:24][CH:25]1[CH2:29][CH2:28][NH:27][CH2:26]1)[CH3:38], predict the reactants needed to synthesize it. (3) Given the product [F:40][C:34]1[CH:35]=[C:36]([F:39])[CH:37]=[CH:38][C:33]=1[C@:17]12[CH2:31][O:32][C@@H:14]([CH2:13][OH:12])[CH2:15][C@H:16]1[CH2:21][S:20][C:19]([NH:22][C:23](=[O:30])[C:24]1[CH:25]=[CH:26][CH:27]=[CH:28][CH:29]=1)=[N:18]2, predict the reactants needed to synthesize it. The reactants are: B(Cl)(Cl)Cl.C([O:12][CH2:13][C@@H:14]1[O:32][CH2:31][C@:17]2([C:33]3[CH:38]=[CH:37][C:36]([F:39])=[CH:35][C:34]=3[F:40])[N:18]=[C:19]([NH:22][C:23](=[O:30])[C:24]3[CH:29]=[CH:28][CH:27]=[CH:26][CH:25]=3)[S:20][CH2:21][C@@H:16]2[CH2:15]1)C1C=CC=CC=1.CO. (4) Given the product [C:13]12([CH:23]([CH2:1][CH3:2])[C:24]#[N:25])[CH2:20][CH:19]3[CH2:18][CH:17]([CH2:16][CH:15]([CH2:21]3)[CH2:14]1)[CH2:22]2, predict the reactants needed to synthesize it. The reactants are: [CH:1](NC(C)C)(C)[CH3:2].[Li]CCCC.[C:13]12([CH2:23][C:24]#[N:25])[CH2:22][CH:17]3[CH2:18][CH:19]([CH2:21][CH:15]([CH2:16]3)[CH2:14]1)[CH2:20]2.C(I)C.[NH4+].[Cl-]. (5) Given the product [CH3:8][C@H:6]1[O:7][C@@H:2]([CH3:1])[CH2:3][N:4]([CH2:10][CH2:11][OH:12])[CH2:5]1, predict the reactants needed to synthesize it. The reactants are: [CH3:1][C@H:2]1[O:7][C@@H:6]([CH3:8])[CH2:5][NH:4][CH2:3]1.Br[CH2:10][CH2:11][OH:12]. (6) Given the product [NH2:18][C:10]([CH3:11])=[CH:9][C:8]([C:5]1[CH:6]=[CH:7][C:2]([Cl:1])=[CH:3][CH:4]=1)=[O:13], predict the reactants needed to synthesize it. The reactants are: [Cl:1][C:2]1[CH:7]=[CH:6][C:5]([C:8](=[O:13])[CH2:9][C:10](=O)[CH3:11])=[CH:4][CH:3]=1.C([O-])(=O)C.[NH4+:18].